This data is from Catalyst prediction with 721,799 reactions and 888 catalyst types from USPTO. The task is: Predict which catalyst facilitates the given reaction. Reactant: [Cl:1][C:2]1[CH:3]=[C:4]2[C:8](=[CH:9][CH:10]=1)[N:7]([CH:11]([CH2:15][CH:16]1[CH2:20][CH2:19][CH2:18][CH2:17]1)[C:12](O)=[O:13])[C:6](=[O:21])[C:5]2=[O:22].[N:23]1[CH:28]=[CH:27][CH:26]=[CH:25][C:24]=1[NH2:29].C(N(C(C)C)CC)(C)C.F[P-](F)(F)(F)(F)F.N1(O[P+](N(C)C)(N(C)C)N(C)C)C2C=CC=CC=2N=N1. Product: [Cl:1][C:2]1[CH:3]=[C:4]2[C:8](=[CH:9][CH:10]=1)[N:7]([CH:11]([CH2:15][CH:16]1[CH2:17][CH2:18][CH2:19][CH2:20]1)[C:12]([NH:29][C:24]1[CH:25]=[CH:26][CH:27]=[CH:28][N:23]=1)=[O:13])[C:6](=[O:21])[C:5]2=[O:22]. The catalyst class is: 42.